Task: Regression. Given a peptide amino acid sequence and an MHC pseudo amino acid sequence, predict their binding affinity value. This is MHC class I binding data.. Dataset: Peptide-MHC class I binding affinity with 185,985 pairs from IEDB/IMGT The peptide sequence is FVVDTTPPL. The MHC is HLA-B83:01 with pseudo-sequence HLA-B83:01. The binding affinity (normalized) is 0.213.